Dataset: Full USPTO retrosynthesis dataset with 1.9M reactions from patents (1976-2016). Task: Predict the reactants needed to synthesize the given product. (1) Given the product [N:2]1([CH2:7][C:8]([N:20]2[CH2:21][C@H:17]([CH2:16][C:15]3[CH:39]=[CH:40][C:12]([F:11])=[CH:13][CH:14]=3)[CH2:18][C@H:19]2[C:22]([NH:24][C:25]2[CH:30]=[CH:29][C:28]([O:31][C:32]3[CH:33]=[CH:34][C:35]([F:38])=[CH:36][CH:37]=3)=[CH:27][CH:26]=2)=[O:23])=[O:10])[CH:6]=[N:5][CH:4]=[N:3]1, predict the reactants needed to synthesize it. The reactants are: Cl.[N:2]1([CH2:7][C:8]([OH:10])=O)[CH:6]=[N:5][CH:4]=[N:3]1.[F:11][C:12]1[CH:40]=[CH:39][C:15]([CH2:16][C@H:17]2[CH2:21][NH:20][C@H:19]([C:22]([NH:24][C:25]3[CH:30]=[CH:29][C:28]([O:31][C:32]4[CH:37]=[CH:36][C:35]([F:38])=[CH:34][CH:33]=4)=[CH:27][CH:26]=3)=[O:23])[CH2:18]2)=[CH:14][CH:13]=1. (2) Given the product [N:19]1[CH:24]=[CH:23][CH:22]=[CH:21][C:20]=1[NH:25][C:26]([N:10]1[C@@H:11]2[CH2:15][N:14]([CH2:13][CH2:12]2)[C:8]2[CH:7]=[CH:6][C:5]([C:3]([OH:2])=[O:4])=[N:16][C:9]1=2)=[O:36], predict the reactants needed to synthesize it. The reactants are: C[O:2][C:3]([C:5]1[CH:6]=[CH:7][C:8]2[N:14]3[CH2:15][C@H:11]([CH2:12][CH2:13]3)[NH:10][C:9]=2[N:16]=1)=[O:4].[H-].[Na+].[N:19]1[CH:24]=[CH:23][CH:22]=[CH:21][C:20]=1[N:25]1C(=O)N2C=CC=CC2=N[C:26]1=[O:36].CO. (3) Given the product [CH:23]1([CH2:26][S:27]([CH2:30][C@H:31]([NH:43][C:32]([N:33]2[CH2:22][CH2:20][O:21][CH2:35][CH2:34]2)=[O:42])[C:32](=[O:42])[NH:33][C:34]2[C:35](=[O:41])[CH2:36][CH2:37][CH2:38][CH:39]=2)(=[O:28])=[O:29])[CH2:24][CH2:25]1, predict the reactants needed to synthesize it. The reactants are: CC(OI1(O[C:20]([CH3:22])=[O:21])(OC(C)=O)OC(=O)C2C=CC=CC1=2)=O.[CH:23]1([CH2:26][S:27]([CH2:30][C@H:31]([NH-:43])[C:32](=[O:42])[NH:33][CH:34]2[CH:39](O)[CH2:38][CH2:37][CH2:36][CH:35]2[OH:41])(=[O:29])=[O:28])[CH2:25][CH2:24]1.[O-]S([O-])(=S)=O.[Na+].[Na+]. (4) Given the product [F:14][C:15]1[N:20]=[CH:19][C:18]([CH:21]([N:1]2[CH2:5][CH2:4][C@H:3]([NH:6][C:7](=[O:13])[O:8][C:9]([CH3:10])([CH3:12])[CH3:11])[CH2:2]2)[CH3:22])=[CH:17][CH:16]=1, predict the reactants needed to synthesize it. The reactants are: [NH:1]1[CH2:5][CH2:4][C@H:3]([NH:6][C:7](=[O:13])[O:8][C:9]([CH3:12])([CH3:11])[CH3:10])[CH2:2]1.[F:14][C:15]1[N:20]=[CH:19][C:18]([C:21](=O)[CH3:22])=[CH:17][CH:16]=1.[BH4-].[Na+].[NH4+].